From a dataset of Full USPTO retrosynthesis dataset with 1.9M reactions from patents (1976-2016). Predict the reactants needed to synthesize the given product. (1) Given the product [Br:1][C:2]1[CH:3]=[C:4]2[C:9](=[CH:10][CH:11]=1)[S:8][CH:7]([C:12]1[CH:17]=[CH:16][CH:15]=[CH:14][CH:13]=1)[CH2:6][C:5]12[C:21](=[O:22])[NH:20][C:19](=[S:33])[NH:18]1, predict the reactants needed to synthesize it. The reactants are: [Br:1][C:2]1[CH:3]=[C:4]2[C:9](=[CH:10][CH:11]=1)[S:8][CH:7]([C:12]1[CH:17]=[CH:16][CH:15]=[CH:14][CH:13]=1)[CH2:6][C:5]12[C:21](=[O:22])[NH:20][C:19](=O)[NH:18]1.COC1C=CC(P2(SP(C3C=CC(OC)=CC=3)(=S)S2)=[S:33])=CC=1. (2) The reactants are: [NH2:1][C:2]1[S:3][C:4]([CH2:11][CH3:12])=[CH:5][C:6]=1[C:7]([O:9]C)=O.ClC(Cl)(O[C:17](=[O:23])OC(Cl)(Cl)Cl)Cl.C(N(CC)CC)C.[CH3:32][C:33]1[N:34]=[CH:35][C:36]([CH2:39][NH2:40])=[N:37][CH:38]=1. Given the product [CH2:11]([C:4]1[S:3][C:2]2[NH:1][C:17](=[O:23])[N:40]([CH2:39][C:36]3[CH:35]=[N:34][C:33]([CH3:32])=[CH:38][N:37]=3)[C:7](=[O:9])[C:6]=2[CH:5]=1)[CH3:12], predict the reactants needed to synthesize it. (3) Given the product [Cl:12][C:11]1[CH:10]=[CH:9][C:8]2[N:7]=[CH:6][CH:5]=[CH:4][C:3]=2[C:2]=1[C:26]([NH:23][CH2:24][CH:25]1[CH2:17][CH2:16][CH2:15][CH2:14][CH2:13]1)=[O:29], predict the reactants needed to synthesize it. The reactants are: Br[C:2]1[C:11]([Cl:12])=[CH:10][CH:9]=[C:8]2[C:3]=1[CH:4]=[CH:5][CH:6]=[N:7]2.[CH:13]1(CN)C[CH2:17][CH2:16][CH2:15][CH2:14]1.C([N:23]([CH2:26]C)[CH2:24][CH3:25])C.[C]=[O:29]. (4) Given the product [O:17]=[C:13]1[NH:14][C:15]2[N:16]=[C:7]([O:6][CH2:5][CH2:4][CH2:3][CH:2]=[O:1])[CH:8]=[CH:9][C:10]=2[CH:11]=[CH:12]1, predict the reactants needed to synthesize it. The reactants are: [OH:1][CH2:2][CH2:3][CH2:4][CH2:5][O:6][C:7]1[N:16]=[C:15]2[C:10]([CH:11]=[CH:12][C:13](=[O:17])[NH:14]2)=[CH:9][CH:8]=1.I(C1C=CC=CC=1C(O)=O)(=O)=O.O. (5) Given the product [I:26]/[C:10](/[C:4]1[CH:9]=[CH:8][CH:7]=[CH:6][CH:5]=1)=[CH:11]\[CH2:12][OH:13], predict the reactants needed to synthesize it. The reactants are: C[O-].[Na+].[C:4]1([C:10]#[C:11][CH2:12][OH:13])[CH:9]=[CH:8][CH:7]=[CH:6][CH:5]=1.[H-].[Al+3].[Li+].[H-].[H-].[H-].C(=O)(OC)OC.[I:26]I.S([O-])([O-])(=O)=S.[Na+].[Na+]. (6) Given the product [Br:32][C:29]1[CH:30]=[CH:31][C:23]([NH:22][C:4]2[C:5]3[CH:10]=[CH:9][N:8]([S:11]([C:14]4[CH:19]=[CH:18][C:17]([CH3:20])=[CH:16][CH:15]=4)(=[O:13])=[O:12])[C:6]=3[N:7]=[C:2]([Cl:1])[N:3]=2)=[C:24]([CH:28]=1)[C:25]([NH2:27])=[O:26], predict the reactants needed to synthesize it. The reactants are: [Cl:1][C:2]1[N:3]=[C:4](Cl)[C:5]2[CH:10]=[CH:9][N:8]([S:11]([C:14]3[CH:19]=[CH:18][C:17]([CH3:20])=[CH:16][CH:15]=3)(=[O:13])=[O:12])[C:6]=2[N:7]=1.[NH2:22][C:23]1[CH:31]=[CH:30][C:29]([Br:32])=[CH:28][C:24]=1[C:25]([NH2:27])=[O:26]. (7) Given the product [CH:12]1([NH:11][S:8]([C:5]2[CH:6]=[CH:7][C:2]([NH:21][CH3:20])=[C:3]([N+:17]([O-:19])=[O:18])[CH:4]=2)(=[O:10])=[O:9])[CH2:16][CH2:15][CH2:14][CH2:13]1, predict the reactants needed to synthesize it. The reactants are: Cl[C:2]1[CH:7]=[CH:6][C:5]([S:8]([NH:11][CH:12]2[CH2:16][CH2:15][CH2:14][CH2:13]2)(=[O:10])=[O:9])=[CH:4][C:3]=1[N+:17]([O-:19])=[O:18].[CH3:20][NH2:21]. (8) Given the product [N:21]1([C:2]2[CH:3]=[N:4][CH:5]=[CH:6][C:7]=2[C:8]2[O:9][C:10]3[CH:16]=[CH:15][C:14]([C:17]([F:20])([F:19])[F:18])=[CH:13][C:11]=3[N:12]=2)[CH2:26][CH2:25][CH2:24][CH2:23][CH2:22]1, predict the reactants needed to synthesize it. The reactants are: F[C:2]1[CH:3]=[N:4][CH:5]=[CH:6][C:7]=1[C:8]1[O:9][C:10]2[CH:16]=[CH:15][C:14]([C:17]([F:20])([F:19])[F:18])=[CH:13][C:11]=2[N:12]=1.[NH:21]1[CH2:26][CH2:25][CH2:24][CH2:23][CH2:22]1.C(=O)([O-])[O-].[K+].[K+].CN(C=O)C. (9) Given the product [CH3:26][S:27]([NH:1][CH2:2][CH:3]1[CH2:7][N:6]([C:8]2[CH:9]=[N:10][N:11]3[CH2:16][C@H:15]([CH3:17])[N:14]([C:18]([O:20][C:21]([CH3:24])([CH3:23])[CH3:22])=[O:19])[CH2:13][C:12]=23)[C:5](=[O:25])[CH2:4]1)(=[O:29])=[O:28], predict the reactants needed to synthesize it. The reactants are: [NH2:1][CH2:2][CH:3]1[CH2:7][N:6]([C:8]2[CH:9]=[N:10][N:11]3[CH2:16][C@H:15]([CH3:17])[N:14]([C:18]([O:20][C:21]([CH3:24])([CH3:23])[CH3:22])=[O:19])[CH2:13][C:12]=23)[C:5](=[O:25])[CH2:4]1.[CH3:26][S:27](Cl)(=[O:29])=[O:28].